Dataset: Forward reaction prediction with 1.9M reactions from USPTO patents (1976-2016). Task: Predict the product of the given reaction. (1) Given the reactants C(=O)(O)[O-].[Na+].[NH2:6][C@H:7]([C:10]([OH:12])=[O:11])[CH2:8][SH:9].[CH3:13][C:14]([C:16]1[CH:21]=[CH:20][C:19]([OH:22])=[CH:18][C:17]=1[OH:23])=O, predict the reaction product. The product is: [OH:23][C:17]1[CH:18]=[C:19]([OH:22])[CH:20]=[CH:21][C:16]=1[CH2:14][CH2:13][NH:6][C@H:7]([C:10]([OH:12])=[O:11])[CH2:8][SH:9]. (2) Given the reactants [C:1]([O:5][C:6](=[O:26])[CH2:7][C@@H:8]([O:24][CH3:25])[C@@H:9]([N:15](CC1C=CC=CC=1)[CH3:16])[CH:10]1[CH2:14][CH2:13][CH2:12][CH2:11]1)([CH3:4])([CH3:3])[CH3:2], predict the reaction product. The product is: [C:1]([O:5][C:6](=[O:26])[CH2:7][C@@H:8]([O:24][CH3:25])[C@H:9]([CH:10]1[CH2:11][CH2:12][CH2:13][CH2:14]1)[NH:15][CH3:16])([CH3:3])([CH3:4])[CH3:2]. (3) Given the reactants [Br:1][C:2]1[C:3](F)=[C:4]2[C:10]([NH:11][C:12](=[O:21])[C:13]3[CH:18]=[CH:17][CH:16]=[C:15]([O:19][CH3:20])[CH:14]=3)=[CH:9][NH:8][C:5]2=[N:6][CH:7]=1.[NH:23]1[CH2:28][CH2:27][CH2:26][C@@H:25]([NH:29][C:30](=[O:36])[O:31][C:32]([CH3:35])([CH3:34])[CH3:33])[CH2:24]1.CC#N.O, predict the reaction product. The product is: [Br:1][C:2]1[C:3]([N:23]2[CH2:28][CH2:27][CH2:26][C@@H:25]([NH:29][C:30](=[O:36])[O:31][C:32]([CH3:34])([CH3:33])[CH3:35])[CH2:24]2)=[C:4]2[C:10]([NH:11][C:12](=[O:21])[C:13]3[CH:18]=[CH:17][CH:16]=[C:15]([O:19][CH3:20])[CH:14]=3)=[CH:9][NH:8][C:5]2=[N:6][CH:7]=1. (4) Given the reactants [CH2:1]([O:3][C:4]([NH:6][C:7]([C:10]1[CH:19]=[CH:18][C:13]([C:14]([O:16]C)=O)=[CH:12][CH:11]=1)([CH3:9])[CH3:8])=[O:5])[CH3:2].[CH3:20][C:21]1[C:22]([N:28]2[CH2:33][CH2:32][NH:31][CH2:30][CH2:29]2)=[N:23][CH:24]=[C:25]([CH3:27])[CH:26]=1, predict the reaction product. The product is: [CH2:1]([O:3][C:4](=[O:5])[NH:6][C:7]([C:10]1[CH:11]=[CH:12][C:13]([C:14]([N:31]2[CH2:32][CH2:33][N:28]([C:22]3[C:21]([CH3:20])=[CH:26][C:25]([CH3:27])=[CH:24][N:23]=3)[CH2:29][CH2:30]2)=[O:16])=[CH:18][CH:19]=1)([CH3:8])[CH3:9])[CH3:2]. (5) Given the reactants [F:1][C:2]([F:9])([F:8])[C:3](OCC)=[O:4].[Na].[Cl:11][C:12]1[CH:17]=[CH:16][C:15]([CH2:18][C:19]([O:21][CH2:22][CH3:23])=[O:20])=[C:14]([F:24])[CH:13]=1.Cl, predict the reaction product. The product is: [Cl:11][C:12]1[CH:17]=[CH:16][C:15]([CH:18]([C:3](=[O:4])[C:2]([F:9])([F:8])[F:1])[C:19]([O:21][CH2:22][CH3:23])=[O:20])=[C:14]([F:24])[CH:13]=1. (6) Given the reactants [Se](=O)=[O:2].Br[CH2:5][C:6]([C:8]1[CH:13]=[CH:12][CH:11]=[C:10]([O:14][CH3:15])[CH:9]=1)=[O:7].[CH2:16]([OH:18])[CH3:17], predict the reaction product. The product is: [CH2:16]([O:18][C:5](=[O:2])[C:6]([C:8]1[CH:13]=[CH:12][CH:11]=[C:10]([O:14][CH3:15])[CH:9]=1)=[O:7])[CH3:17]. (7) Given the reactants [C:1]([O:5][C:6]([N:8]1[CH:12]=[CH:11][C:10]([C:13]2[CH:18]=[CH:17][C:16]([S:19]([C:22]3[CH:27]=[CH:26][CH:25]=[C:24]([F:28])[CH:23]=3)(=[O:21])=[O:20])=[CH:15][C:14]=2[C:29]([O:31][CH2:32][CH3:33])=[O:30])=[CH:9]1)=[O:7])([CH3:4])([CH3:3])[CH3:2].[H][H], predict the reaction product. The product is: [C:1]([O:5][C:6]([N:8]1[CH2:12][CH2:11][CH:10]([C:13]2[CH:18]=[CH:17][C:16]([S:19]([C:22]3[CH:27]=[CH:26][CH:25]=[C:24]([F:28])[CH:23]=3)(=[O:21])=[O:20])=[CH:15][C:14]=2[C:29]([O:31][CH2:32][CH3:33])=[O:30])[CH2:9]1)=[O:7])([CH3:4])([CH3:3])[CH3:2].